From a dataset of NCI-60 drug combinations with 297,098 pairs across 59 cell lines. Regression. Given two drug SMILES strings and cell line genomic features, predict the synergy score measuring deviation from expected non-interaction effect. (1) Drug 1: CN(C)C1=NC(=NC(=N1)N(C)C)N(C)C. Drug 2: CC1=C(C=C(C=C1)C(=O)NC2=CC(=CC(=C2)C(F)(F)F)N3C=C(N=C3)C)NC4=NC=CC(=N4)C5=CN=CC=C5. Cell line: MOLT-4. Synergy scores: CSS=-9.17, Synergy_ZIP=5.73, Synergy_Bliss=4.01, Synergy_Loewe=-4.17, Synergy_HSA=-3.21. (2) Drug 1: CN1CCC(CC1)COC2=C(C=C3C(=C2)N=CN=C3NC4=C(C=C(C=C4)Br)F)OC. Drug 2: CCCS(=O)(=O)NC1=C(C(=C(C=C1)F)C(=O)C2=CNC3=C2C=C(C=N3)C4=CC=C(C=C4)Cl)F. Cell line: 786-0. Synergy scores: CSS=0.483, Synergy_ZIP=-1.35, Synergy_Bliss=-0.382, Synergy_Loewe=-3.67, Synergy_HSA=-0.307. (3) Drug 1: CC1=C(C=C(C=C1)NC2=NC=CC(=N2)N(C)C3=CC4=NN(C(=C4C=C3)C)C)S(=O)(=O)N.Cl. Drug 2: C1C(C(OC1N2C=NC(=NC2=O)N)CO)O. Cell line: SF-539. Synergy scores: CSS=8.49, Synergy_ZIP=-7.93, Synergy_Bliss=-4.81, Synergy_Loewe=-3.81, Synergy_HSA=-3.60. (4) Drug 1: C1=CC(=CC=C1CCC2=CNC3=C2C(=O)NC(=N3)N)C(=O)NC(CCC(=O)O)C(=O)O. Drug 2: CCN(CC)CCCC(C)NC1=C2C=C(C=CC2=NC3=C1C=CC(=C3)Cl)OC. Cell line: HCT116. Synergy scores: CSS=57.7, Synergy_ZIP=4.14, Synergy_Bliss=2.35, Synergy_Loewe=2.47, Synergy_HSA=6.64. (5) Drug 1: CCCS(=O)(=O)NC1=C(C(=C(C=C1)F)C(=O)C2=CNC3=C2C=C(C=N3)C4=CC=C(C=C4)Cl)F. Drug 2: CC12CCC3C(C1CCC2=O)CC(=C)C4=CC(=O)C=CC34C. Cell line: SW-620. Synergy scores: CSS=11.2, Synergy_ZIP=6.80, Synergy_Bliss=-3.88, Synergy_Loewe=-32.7, Synergy_HSA=-17.0. (6) Drug 1: C1CCC(CC1)NC(=O)N(CCCl)N=O. Drug 2: CC12CCC3C(C1CCC2O)C(CC4=C3C=CC(=C4)O)CCCCCCCCCS(=O)CCCC(C(F)(F)F)(F)F. Cell line: HOP-92. Synergy scores: CSS=19.8, Synergy_ZIP=-9.74, Synergy_Bliss=-8.01, Synergy_Loewe=-5.02, Synergy_HSA=-4.87.